This data is from Reaction yield outcomes from USPTO patents with 853,638 reactions. The task is: Predict the reaction yield, written as a fraction of the theoretical maximum amount of product (1.0 means a 100% yield; for example, 0.34 means a 34% yield). (1) The reactants are [C:1]([CH:5]([CH2:11][C:12]1[CH:17]=[CH:16][C:15]([O:18][CH3:19])=[CH:14][C:13]=1[CH2:20][N:21](C(OC(C)(C)C)=O)C(OC(C)(C)C)=O)[CH2:6][C:7]([O:9][CH3:10])=[O:8])([O:3][CH3:4])=[O:2]. The catalyst is C(Cl)(Cl)Cl.FC(F)(F)C(O)=O. The product is [C:1]([CH:5]([CH2:11][C:12]1[CH:17]=[CH:16][C:15]([O:18][CH3:19])=[CH:14][C:13]=1[CH2:20][NH2:21])[CH2:6][C:7]([O:9][CH3:10])=[O:8])([O:3][CH3:4])=[O:2]. The yield is 1.00. (2) The reactants are [C:1]1([CH:8]=[CH:7][CH:6]=[C:4]([OH:5])[CH:3]=1)[OH:2].S(=O)(=O)(O)O.[N:14]1[CH:19]=[CH:18][CH:17]=[CH:16][C:15]=1[CH2:20][CH2:21][C:22](O)=[O:23].CC([O-])=O.[Na+].Cl. The catalyst is B(F)(F)F.CCOCC. The product is [OH:2][C:1]1[CH:3]=[C:4]([OH:5])[CH:6]=[CH:7][C:8]=1[C:22](=[O:23])[CH2:21][CH2:20][C:15]1[CH:16]=[CH:17][CH:18]=[CH:19][N:14]=1. The yield is 0.240. (3) The reactants are P(Cl)(Cl)([Cl:3])=O.CN([CH:9]=[O:10])C.O[C:12]1[NH:17][C:16]([S:18][CH3:19])=[N:15]C(=O)C=1.Cl[CH:22]=[C:23]([Cl:25])Cl. No catalyst specified. The product is [Cl:25][C:23]1[C:22]([CH:9]=[O:10])=[C:12]([Cl:3])[N:17]=[C:16]([S:18][CH3:19])[N:15]=1. The yield is 0.610. (4) The reactants are [BH4-].[Na+].[O:3]=[C:4]1[CH2:18][C@@H:7]2[CH2:8][N:9]([C:11]([O:13][C:14]([CH3:17])([CH3:16])[CH3:15])=[O:12])[CH2:10][C@@H:6]2[CH2:5]1. The catalyst is CO. The product is [OH:3][CH:4]1[CH2:18][C@@H:7]2[CH2:8][N:9]([C:11]([O:13][C:14]([CH3:16])([CH3:15])[CH3:17])=[O:12])[CH2:10][C@@H:6]2[CH2:5]1. The yield is 0.980. (5) The reactants are [OH:1][CH2:2][C:3]1[O:7][C:6]([CH2:8][N:9]([CH2:22][C:23]([F:26])([F:25])[F:24])[C:10]2[CH:17]=[CH:16][C:13]([C:14]#[N:15])=[C:12]([C:18]([F:21])([F:20])[F:19])[CH:11]=2)=[CH:5][CH:4]=1.[CH3:27][Si]([N-][Si](C)(C)C)(C)C.[Na+].CI. The catalyst is C1COCC1. The product is [CH3:27][O:1][CH2:2][C:3]1[O:7][C:6]([CH2:8][N:9]([CH2:22][C:23]([F:26])([F:24])[F:25])[C:10]2[CH:17]=[CH:16][C:13]([C:14]#[N:15])=[C:12]([C:18]([F:19])([F:20])[F:21])[CH:11]=2)=[CH:5][CH:4]=1. The yield is 0.190. (6) The reactants are [Cl-].O[NH3+:3].[C:4](=[O:7])([O-])[OH:5].[Na+].CS(C)=O.[OH:13][C:14]([CH3:52])([CH3:51])[CH2:15][O:16][C:17]1[CH:22]=[CH:21][C:20]([N:23]2[C:28](=[O:29])[C:27]([CH2:30][C:31]3[CH:36]=[CH:35][C:34]([C:37]4[C:38]([C:43]#[N:44])=[CH:39][CH:40]=[CH:41][CH:42]=4)=[CH:33][CH:32]=3)=[C:26]([CH2:45][CH2:46][CH3:47])[N:25]3[N:48]=[CH:49][CH:50]=[C:24]23)=[CH:19][CH:18]=1. The catalyst is C(OCC)(=O)C. The product is [OH:13][C:14]([CH3:51])([CH3:52])[CH2:15][O:16][C:17]1[CH:18]=[CH:19][C:20]([N:23]2[C:28](=[O:29])[C:27]([CH2:30][C:31]3[CH:36]=[CH:35][C:34]([C:37]4[CH:42]=[CH:41][CH:40]=[CH:39][C:38]=4[C:43]4[NH:3][C:4](=[O:7])[O:5][N:44]=4)=[CH:33][CH:32]=3)=[C:26]([CH2:45][CH2:46][CH3:47])[N:25]3[N:48]=[CH:49][CH:50]=[C:24]23)=[CH:21][CH:22]=1. The yield is 0.680. (7) The reactants are [CH3:1][C:2]1[C:7]([NH:8][C:9]([C:11]2[CH:12]=[CH:13][C:14]3[C@:20]4([CH2:28][C:29]5C=CC=CC=5)[CH2:21][CH2:22][C@@:23]([CH2:26][CH3:27])([OH:25])[CH2:24][C@@H:19]4[CH2:18][CH2:17][CH2:16][C:15]=3[CH:35]=2)=O)=[CH:6][CH:5]=[CH:4][N:3]=1.[C:36](O)(=O)C. No catalyst specified. The product is [NH:8]1[C:7]2[CH:6]=[CH:5][CH:4]=[CH:1][C:2]=2[N:3]=[C:9]1[C:11]1[CH:12]=[CH:13][C:14]2[C@@:20]3([CH2:28][CH3:29])[CH2:21][CH2:22][C@:23]([CH2:26][CH2:27][CH3:36])([OH:25])[CH2:24][C@H:19]3[CH2:18][CH2:17][CH2:16][C:15]=2[CH:35]=1.[NH:8]1[C:7]2[CH:6]=[CH:5][CH:4]=[CH:1][C:2]=2[N:3]=[C:9]1[C:11]1[CH:12]=[CH:13][C:14]2[C@:20]3([CH2:28][CH3:29])[CH2:21][CH2:22][C@@:23]([CH2:26][CH2:27][CH3:36])([OH:25])[CH2:24][C@@H:19]3[CH2:18][CH2:17][CH2:16][C:15]=2[CH:35]=1. The yield is 0.640. (8) The reactants are [C:1]([C@H:5]1[CH2:9]OS(=O)(=O)[O:6]1)([CH3:4])([CH3:3])[CH3:2].[F:12][C:13]([F:20])([F:19])[C:14]1[CH:18]=[CH:17][NH:16][N:15]=1.C(=O)([O-])[O-].[K+].[K+].C(Cl)(=O)C.CO.C(=O)(O)[O-].[Na+]. The catalyst is CN(C)C=O. The product is [CH3:2][C:1]([CH3:4])([CH3:3])[C@H:5]([OH:6])[CH2:9][N:16]1[CH:17]=[CH:18][C:14]([C:13]([F:20])([F:19])[F:12])=[N:15]1. The yield is 0.560.